This data is from Catalyst prediction with 721,799 reactions and 888 catalyst types from USPTO. The task is: Predict which catalyst facilitates the given reaction. (1) Reactant: [F:1][C:2]1[C:3]([NH:27][CH:28]2[CH2:33][C:32]([CH3:35])([CH3:34])[N:31]([CH3:36])[C:30]([CH3:38])([CH3:37])[CH2:29]2)=[N:4][C:5]([NH:8][C:9]2[CH:10]=[C:11]([N:20]3[C:24](=[O:25])[N:23]([CH3:26])[N:22]=[N:21]3)[C:12]([CH3:19])=[C:13]([CH:18]=2)[C:14]([O:16]C)=[O:15])=[N:6][CH:7]=1.[Li+].[OH-].Cl. Product: [F:1][C:2]1[C:3]([NH:27][CH:28]2[CH2:33][C:32]([CH3:34])([CH3:35])[N:31]([CH3:36])[C:30]([CH3:38])([CH3:37])[CH2:29]2)=[N:4][C:5]([NH:8][C:9]2[CH:10]=[C:11]([N:20]3[C:24](=[O:25])[N:23]([CH3:26])[N:22]=[N:21]3)[C:12]([CH3:19])=[C:13]([CH:18]=2)[C:14]([OH:16])=[O:15])=[N:6][CH:7]=1. The catalyst class is: 20. (2) Reactant: [C:1]([O-])([O-])=O.[K+].[K+].[CH3:7][O:8][C:9]([C:11]1[CH:12]=[CH:13][CH:14]=[C:15]2[O:20][CH2:19][CH2:18][NH:17][C:16]=12)=[O:10].CI.O. Product: [CH3:7][O:8][C:9]([C:11]1[CH:12]=[CH:13][CH:14]=[C:15]2[O:20][CH2:19][CH2:18][N:17]([CH3:1])[C:16]=12)=[O:10]. The catalyst class is: 31.